This data is from Full USPTO retrosynthesis dataset with 1.9M reactions from patents (1976-2016). The task is: Predict the reactants needed to synthesize the given product. (1) Given the product [CH2:1]([CH:8]([CH:14]([OH:16])[CH3:15])[CH2:9][OH:10])[C:2]1[CH:7]=[CH:6][CH:5]=[CH:4][CH:3]=1, predict the reactants needed to synthesize it. The reactants are: [CH2:1]([CH:8]([C:14](=[O:16])[CH3:15])[C:9](OCC)=[O:10])[C:2]1[CH:7]=[CH:6][CH:5]=[CH:4][CH:3]=1.[BH4-].[Na+].[Na+].[Cl-]. (2) Given the product [CH3:12][C:13]1[C:17]([C:2]2[CH:8]=[CH:7][C:5]([NH2:6])=[C:4]([N+:9]([O-:11])=[O:10])[CH:3]=2)=[C:16]([CH3:27])[O:15][N:14]=1, predict the reactants needed to synthesize it. The reactants are: Br[C:2]1[CH:8]=[CH:7][C:5]([NH2:6])=[C:4]([N+:9]([O-:11])=[O:10])[CH:3]=1.[CH3:12][C:13]1[C:17](B2OC(C)(C)C(C)(C)O2)=[C:16]([CH3:27])[O:15][N:14]=1.O.